This data is from Peptide-MHC class II binding affinity with 134,281 pairs from IEDB. The task is: Regression. Given a peptide amino acid sequence and an MHC pseudo amino acid sequence, predict their binding affinity value. This is MHC class II binding data. The peptide sequence is MPFVTTQPEALAAAA. The MHC is HLA-DPA10201-DPB10501 with pseudo-sequence HLA-DPA10201-DPB10501. The binding affinity (normalized) is 0.